This data is from Forward reaction prediction with 1.9M reactions from USPTO patents (1976-2016). The task is: Predict the product of the given reaction. (1) Given the reactants [CH:1]([N:3]1[CH:7]=[CH:6][N:5]=[CH:4]1)=[CH2:2].[CH2:8]([Br:26])[CH2:9][CH2:10][CH2:11][CH2:12][CH2:13][CH2:14][CH2:15][CH2:16][CH2:17][CH2:18][CH2:19][CH2:20][CH2:21][CH2:22][CH2:23][CH2:24][CH3:25].CO, predict the reaction product. The product is: [Br-:26].[CH:1]([N+:3]1[CH:7]=[CH:6][N:5]([CH2:25][CH2:24][CH2:23][CH2:22][CH2:21][CH2:20][CH2:19][CH2:18][CH2:17][CH2:16][CH2:15][CH2:14][CH2:13][CH2:12][CH2:11][CH2:10][CH2:9][CH3:8])[CH:4]=1)=[CH2:2]. (2) Given the reactants [NH2:1][C:2]1[C:3](=[O:10])[N:4]([CH3:9])[CH:5]=[C:6](Br)[N:7]=1.[CH3:11][S:12]([C:15]1[CH:16]=[C:17](B(O)O)[CH:18]=[CH:19][CH:20]=1)(=[O:14])=[O:13].C([O-])([O-])=O.[Cs+].[Cs+], predict the reaction product. The product is: [NH2:1][C:2]1[C:3](=[O:10])[N:4]([CH3:9])[CH:5]=[C:6]([C:19]2[CH:18]=[CH:17][CH:16]=[C:15]([S:12]([CH3:11])(=[O:14])=[O:13])[CH:20]=2)[N:7]=1.